From a dataset of Forward reaction prediction with 1.9M reactions from USPTO patents (1976-2016). Predict the product of the given reaction. (1) Given the reactants [NH2:1][C:2]1[NH:6][N:5]=[C:4]([NH:7][C:8]2[CH:13]=[CH:12][C:11]([NH:14][C:15](=[O:23])[C:16]3[CH:21]=[CH:20][C:19]([F:22])=[CH:18][CH:17]=3)=[CH:10][CH:9]=2)[C:3]=1[C:24]([NH2:26])=[O:25].[CH3:27][C:28]1[CH:29]=[C:30]([CH:33]=[C:34]([CH3:37])[C:35]=1[OH:36])[CH:31]=O.CN(C=O)C.[BH4-].[Na+], predict the reaction product. The product is: [F:22][C:19]1[CH:20]=[CH:21][C:16]([C:15]([NH:14][C:11]2[CH:12]=[CH:13][C:8]([NH:7][C:4]3[C:3]([C:24]([NH2:26])=[O:25])=[C:2]([NH:1][CH2:31][C:30]4[CH:33]=[C:34]([CH3:37])[C:35]([OH:36])=[C:28]([CH3:27])[CH:29]=4)[NH:6][N:5]=3)=[CH:9][CH:10]=2)=[O:23])=[CH:17][CH:18]=1. (2) The product is: [F:27][C:13]([F:12])([F:26])[C:14]1[CH:25]=[CH:24][CH:23]=[CH:22][C:15]=1[CH2:16][O:17][CH:18]1[CH2:19][N:20]([C:2]2[S:3][C:4]([C:7]([O:9][CH2:10][CH3:11])=[O:8])=[CH:5][N:6]=2)[CH2:21]1. Given the reactants Br[C:2]1[S:3][C:4]([C:7]([O:9][CH2:10][CH3:11])=[O:8])=[CH:5][N:6]=1.[F:12][C:13]([F:27])([F:26])[C:14]1[CH:25]=[CH:24][CH:23]=[CH:22][C:15]=1[CH2:16][O:17][CH:18]1[CH2:21][NH:20][CH2:19]1.C1CCN2C(=NCCC2)CC1, predict the reaction product. (3) Given the reactants C(O[CH:5]1[CH2:9][CH:8]([O:10][CH2:11][C:12]2[CH:17]=[CH:16][CH:15]=[CH:14][CH:13]=2)[CH2:7][O:6]1)(=O)C.[CH2:18]([Si](C)(C)C)[CH:19]=[CH2:20].[Sn](Br)(Br)(Br)Br, predict the reaction product. The product is: [CH2:20]([CH:5]1[CH2:9][CH:8]([O:10][CH2:11][C:12]2[CH:13]=[CH:14][CH:15]=[CH:16][CH:17]=2)[CH2:7][O:6]1)[CH:19]=[CH2:18]. (4) Given the reactants [NH2:1][C@H:2]([C:10]([OH:12])=[O:11])[CH2:3][CH2:4][CH2:5][NH:6][C:7](=[NH:9])[NH2:8].CC1(C)S[C@@H]2[C@H](NC([C@H](N)C3C=CC=CC=3)=O)C(=O)N2[C@H]1C(O)=O.CC1N=CC(CO)=C(CO)C=1O.CC(S[C@@H]1O[C@H](CO)[C@H](O)[C@H](O)[C@H]1O)C, predict the reaction product. The product is: [NH2:1][C@H:2]([C:10]([OH:12])=[O:11])[CH2:3][CH2:4][CH2:5][NH:6][C:7](=[NH:8])[NH2:9].[NH2:9][C:7](=[NH:8])[NH:6][CH2:5][CH2:4][CH2:3][CH2:2][NH2:1].